From a dataset of Cav3 T-type calcium channel HTS with 100,875 compounds. Binary Classification. Given a drug SMILES string, predict its activity (active/inactive) in a high-throughput screening assay against a specified biological target. (1) The molecule is Clc1c(S(=O)(=O)N2C(CCC2)c2onc(n2)c2cc(Cl)ccc2)cccc1. The result is 0 (inactive). (2) The molecule is S(CCC(NC(=O)c1nn(c(=O)c2c1cccc2)CC)c1[nH]c2c(n1)cccc2)C. The result is 0 (inactive). (3) The molecule is S(=O)(=O)(N(CC(=O)Nc1cc(OC)c(OC)cc1)c1ccc(cc1)C)c1c(n(nc1C)C)C. The result is 0 (inactive).